The task is: Predict the product of the given reaction.. This data is from Forward reaction prediction with 1.9M reactions from USPTO patents (1976-2016). Given the reactants [O:1]1[C:5]2[CH:6]=[CH:7][CH:8]=[CH:9][C:4]=2[CH:3]=[C:2]1[C:10]([CH:12]1[CH2:17][CH2:16][CH2:15][CH2:14][N:13]1C(OC(C)(C)C)=O)=O.O.NN.[OH-].[K+].O, predict the reaction product. The product is: [O:1]1[C:5]2[CH:6]=[CH:7][CH:8]=[CH:9][C:4]=2[CH:3]=[C:2]1[CH2:10][CH:12]1[CH2:17][CH2:16][CH2:15][CH2:14][NH:13]1.